Predict the product of the given reaction. From a dataset of Forward reaction prediction with 1.9M reactions from USPTO patents (1976-2016). Given the reactants FC(F)(F)C(O)=O.[OH:8][C:9]1([CH2:15][N:16]2[C:21](=[O:22])[C:20]3[CH:23]=[N:24][N:25]([CH3:26])[C:19]=3[N:18]=[CH:17]2)[CH2:14][CH2:13][NH:12][CH2:11][CH2:10]1.[OH:27][CH2:28][C:29]1[CH:37]=[CH:36][C:32]([C:33](O)=[O:34])=[CH:31][CH:30]=1.CN(C(ON1N=NC2C=CC=NC1=2)=[N+](C)C)C.F[P-](F)(F)(F)(F)F.C(N(CC)CC)C, predict the reaction product. The product is: [OH:8][C:9]1([CH2:15][N:16]2[C:21](=[O:22])[C:20]3[CH:23]=[N:24][N:25]([CH3:26])[C:19]=3[N:18]=[CH:17]2)[CH2:14][CH2:13][N:12]([C:28](=[O:27])[C:29]2[CH:37]=[CH:36][C:32]([CH2:33][OH:34])=[CH:31][CH:30]=2)[CH2:11][CH2:10]1.